Dataset: HIV replication inhibition screening data with 41,000+ compounds from the AIDS Antiviral Screen. Task: Binary Classification. Given a drug SMILES string, predict its activity (active/inactive) in a high-throughput screening assay against a specified biological target. The drug is CC(NNC(=S)N1CCN(c2ccccn2)CC1)c1cccc[n+]1[O-]. The result is 0 (inactive).